This data is from Reaction yield outcomes from USPTO patents with 853,638 reactions. The task is: Predict the reaction yield, written as a fraction of the theoretical maximum amount of product (1.0 means a 100% yield; for example, 0.34 means a 34% yield). (1) The reactants are [CH3:1][N:2]([CH3:16])[CH2:3][C:4]#[C:5][C:6]1[CH:7]=[N:8][C:9]([CH3:15])=[C:10]([N+:12]([O-])=O)[CH:11]=1. The catalyst is CCO.[Ni]. The product is [CH3:16][N:2]([CH3:1])[CH2:3][CH2:4][CH2:5][C:6]1[CH:11]=[C:10]([NH2:12])[C:9]([CH3:15])=[N:8][CH:7]=1. The yield is 0.930. (2) The reactants are [CH3:1][O:2][C:3]1[CH:8]=[CH:7][C:6]([CH2:9][CH2:10][CH2:11]OS(C)(=O)=O)=[CH:5][CH:4]=1.[N-:17]=[N+:18]=[N-:19].[Na+]. No catalyst specified. The product is [CH3:1][O:2][C:3]1[CH:8]=[CH:7][C:6]([CH2:9][CH2:10][CH2:11][N:17]=[N+:18]=[N-:19])=[CH:5][CH:4]=1. The yield is 0.750.